The task is: Predict the product of the given reaction.. This data is from Forward reaction prediction with 1.9M reactions from USPTO patents (1976-2016). (1) Given the reactants [CH3:1][O:2][C:3]1[CH:10]=[CH:9][CH:8]=[CH:7][C:4]=1[CH2:5][NH2:6].C(N(CC)CC)C.[C:18](Cl)(=[O:25])[C:19]1[CH:24]=[CH:23][CH:22]=[CH:21][CH:20]=1, predict the reaction product. The product is: [C:18]([NH:6][CH2:5][C:4]1[CH:7]=[CH:8][CH:9]=[CH:10][C:3]=1[O:2][CH3:1])(=[O:25])[C:19]1[CH:24]=[CH:23][CH:22]=[CH:21][CH:20]=1. (2) The product is: [NH2:7][C:8]1[C:13]([CH:14]=[O:15])=[C:12]([Cl:21])[N:11]=[C:10]([Cl:22])[CH:9]=1. Given the reactants [H-].[Al+3].[Li+].[H-].[H-].[H-].[NH2:7][C:8]1[C:13]([C:14](OC(C)(C)C)=[O:15])=[C:12]([Cl:21])[N:11]=[C:10]([Cl:22])[CH:9]=1.O.O.O.O.O.O.O.O.O.O.S([O-])([O-])(=O)=O.[Na+].[Na+], predict the reaction product. (3) Given the reactants [Br:1][C:2]1[CH:3]=[C:4]([OH:10])[C:5](=[CH:8][CH:9]=1)[CH:6]=[O:7].Br[C:12]1[CH:13]=C(O)C=C[CH:17]=1.C(=O)([O-])[O-].[K+].[K+].C(Br)C=C, predict the reaction product. The product is: [CH2:13]([O:10][C:4]1[CH:3]=[C:2]([Br:1])[CH:9]=[CH:8][C:5]=1[CH:6]=[O:7])[CH:12]=[CH2:17]. (4) Given the reactants C([NH:4][C@H:5]([C:17]([O:19]C)=[O:18])[CH2:6][S:7]([CH:10]([CH2:14][CH2:15][CH3:16])[CH2:11][CH2:12][CH3:13])(=[O:9])=[O:8])(=O)C.[ClH:21], predict the reaction product. The product is: [ClH:21].[CH2:11]([CH:10]([S:7]([CH2:6][C@@H:5]([C:17]([OH:19])=[O:18])[NH2:4])(=[O:8])=[O:9])[CH2:14][CH2:15][CH3:16])[CH2:12][CH3:13]. (5) Given the reactants Cl[C:2](Cl)([O:4]C(=O)OC(Cl)(Cl)Cl)Cl.CCN(C(C)C)C(C)C.[CH3:22][C:23]1[C:28]2[O:29][CH2:30][C:31]3([CH2:33][CH2:32]3)[C:27]=2[C:26]([O:34][C:35]2[N:40]=[CH:39][C:38]([NH2:41])=[CH:37][CH:36]=2)=[CH:25][CH:24]=1.Cl.[NH2:43][C:44]([CH3:50])([CH3:49])[C:45](OC)=[O:46], predict the reaction product. The product is: [CH3:50][C:44]1([CH3:49])[NH:43][C:2](=[O:4])[N:41]([C:38]2[CH:39]=[N:40][C:35]([O:34][C:26]3[C:27]4[C:31]5([CH2:30][O:29][C:28]=4[C:23]([CH3:22])=[CH:24][CH:25]=3)[CH2:33][CH2:32]5)=[CH:36][CH:37]=2)[C:45]1=[O:46]. (6) Given the reactants [F:1][C:2]1[CH:8]=[C:7]([O:9][C:10]2[CH:15]=[CH:14][N:13]=[C:12]3[NH:16][CH:17]=[CH:18][C:11]=23)[CH:6]=[CH:5][C:3]=1[NH2:4].Cl[C:20]1[CH:25]=[C:24]([C:26]2[CH:31]=[CH:30][N:29]=[CH:28][CH:27]=2)[N:23]=[C:22]([NH2:32])[N:21]=1.Cl.C(=O)(O)[O-].[Na+], predict the reaction product. The product is: [NH2:32][C:22]1[N:21]=[C:20]([NH:4][C:3]2[CH:5]=[CH:6][C:7]([O:9][C:10]3[CH:15]=[CH:14][N:13]=[C:12]4[NH:16][CH:17]=[CH:18][C:11]=34)=[CH:8][C:2]=2[F:1])[CH:25]=[C:24]([C:26]2[CH:31]=[CH:30][N:29]=[CH:28][CH:27]=2)[N:23]=1.